Dataset: Catalyst prediction with 721,799 reactions and 888 catalyst types from USPTO. Task: Predict which catalyst facilitates the given reaction. (1) Product: [Cl:25][C:22]1[CH:23]=[CH:24][C:19]([N:18]2[C:16](=[O:17])[C:15]3[C:14](=[CH:29][CH:28]=[CH:27][CH:26]=3)[N:13]=[C:11]2[C:3]2[CH:2]=[N:1][C:10]3[C:5]([CH:4]=2)=[CH:6][CH:7]=[CH:8][CH:9]=3)=[CH:20][CH:21]=1. The catalyst class is: 14. Reactant: [N:1]1[C:10]2[C:5](=[CH:6][CH:7]=[CH:8][CH:9]=2)[CH:4]=[C:3]([CH:11]=O)[CH:2]=1.[NH2:13][C:14]1[CH:29]=[CH:28][CH:27]=[CH:26][C:15]=1[C:16]([NH:18][C:19]1[CH:24]=[CH:23][C:22]([Cl:25])=[CH:21][CH:20]=1)=[O:17]. (2) Reactant: C([Li])CCC.C(NC(C)C)(C)C.[S:13]1[C:17]2[CH2:18][CH2:19][CH:20]([C:22]([OH:24])=[O:23])[CH2:21][C:16]=2[N:15]=[CH:14]1.[N:25]1[C:34]2[CH2:33][CH2:32][CH2:31][C:30](=[O:35])[C:29]=2[CH:28]=[N:27][CH:26]=1. Product: [OH:35][C:30]1([C:20]2([C:22]([OH:24])=[O:23])[CH2:21][C:16]3[N:15]=[CH:14][S:13][C:17]=3[CH2:18][CH2:19]2)[CH2:31][CH2:32][CH2:33][C:34]2[N:25]=[CH:26][N:27]=[CH:28][C:29]1=2. The catalyst class is: 7. (3) Reactant: Cl.[Cl:2][C:3]1[CH:4]=[C:5]2[C:9](=[CH:10][CH:11]=1)[NH:8][CH:7]=[C:6]2[CH2:12][CH2:13][NH2:14].[CH2:15]([C:22]1[S:26][N:25]=[C:24]([C:27](O)=[O:28])[N:23]=1)[C:16]1[CH:21]=[CH:20][CH:19]=[CH:18][CH:17]=1.CN(C(ON1N=NC2C=CC=NC1=2)=[N+](C)C)C.F[P-](F)(F)(F)(F)F.C(N(CC)C(C)C)(C)C. Product: [CH2:15]([C:22]1[S:26][N:25]=[C:24]([C:27]([NH:14][CH2:13][CH2:12][C:6]2[C:5]3[C:9](=[CH:10][CH:11]=[C:3]([Cl:2])[CH:4]=3)[NH:8][CH:7]=2)=[O:28])[N:23]=1)[C:16]1[CH:17]=[CH:18][CH:19]=[CH:20][CH:21]=1. The catalyst class is: 3. (4) Reactant: [CH2:1]([C:4]1[NH:5][C:6]2[C:11]([CH:12]=1)=[C:10]([C:13]([F:16])([F:15])[F:14])[C:9]([C:17]#[N:18])=[CH:8][CH:7]=2)[CH2:2][CH3:3].C([O-])([O-])=O.[Cs+].[Cs+].Br[CH2:26][C:27]1[N:31]=[C:30]([C:32]2[S:33][CH:34]=[CH:35][CH:36]=2)[O:29][N:28]=1. Product: [CH2:1]([C:4]1[N:5]([CH2:26][C:27]2[N:31]=[C:30]([C:32]3[S:33][CH:34]=[CH:35][CH:36]=3)[O:29][N:28]=2)[C:6]2[C:11]([CH:12]=1)=[C:10]([C:13]([F:15])([F:16])[F:14])[C:9]([C:17]#[N:18])=[CH:8][CH:7]=2)[CH2:2][CH3:3]. The catalyst class is: 10. (5) Reactant: Cl.[CH2:2]([N:9]1[CH2:14][CH2:13][CH:12]([C:15]([O:17]CC)=O)[C:11](=O)[CH2:10]1)[C:3]1[CH:8]=[CH:7][CH:6]=[CH:5][CH:4]=1.Cl.[NH2:22][C:23]([NH2:25])=[NH:24].C[O-].[Na+]. Product: [NH2:24][C:23]1[N:25]=[C:11]2[CH2:10][N:9]([CH2:2][C:3]3[CH:8]=[CH:7][CH:6]=[CH:5][CH:4]=3)[CH2:14][CH2:13][CH:12]2[C:15](=[O:17])[N:22]=1. The catalyst class is: 5. (6) Reactant: [OH:1][C@@H:2]([CH2:6][N:7]1[CH:11]=[C:10]([C:12]2[CH:17]=[C:16]([CH3:18])[CH:15]=[C:14]([NH:19][C:20]3[CH:25]=[C:24]([C:26]([F:29])([F:28])[F:27])[CH:23]=[CH:22][N:21]=3)[N:13]=2)[N:9]=[N:8]1)[CH2:3][C:4]#[N:5].C(=O)([O-])[O-:31].[K+].[K+].OO.CS(C)=O. Product: [OH:1][C@@H:2]([CH2:6][N:7]1[CH:11]=[C:10]([C:12]2[CH:17]=[C:16]([CH3:18])[CH:15]=[C:14]([NH:19][C:20]3[CH:25]=[C:24]([C:26]([F:27])([F:28])[F:29])[CH:23]=[CH:22][N:21]=3)[N:13]=2)[N:9]=[N:8]1)[CH2:3][C:4]([NH2:5])=[O:31]. The catalyst class is: 10. (7) Reactant: [Cl:1][C:2]1[N:3]=[N:4][C:5]([Cl:8])=[CH:6][CH:7]=1.[CH:9](=[O:11])[CH3:10].S(=O)(=O)(O)O.S(OOS([O-])(=O)=O)([O-])(=O)=O.[NH4+].[NH4+]. Product: [Cl:1][C:2]1[N:3]=[N:4][C:5]([Cl:8])=[CH:6][C:7]=1[C:9](=[O:11])[CH3:10]. The catalyst class is: 86.